This data is from Full USPTO retrosynthesis dataset with 1.9M reactions from patents (1976-2016). The task is: Predict the reactants needed to synthesize the given product. (1) Given the product [O:73]1[C:72]2[CH:77]=[CH:78][C:69]([C:67](=[O:68])[CH2:66][S:13][C@H:10]3[C:11](=[O:12])[N:8]([C:5]4[CH:4]=[CH:3][C:2]([F:1])=[CH:7][CH:6]=4)[C@@H:9]3[C:24]3[CH:38]=[CH:37][C:27]([O:28][CH2:29][C:30]([OH:32])=[O:31])=[CH:26][CH:25]=3)=[CH:70][C:71]=2[O:76][CH2:75][CH2:74]1, predict the reactants needed to synthesize it. The reactants are: [F:1][C:2]1[CH:7]=[CH:6][C:5]([N:8]2[C:11](=[O:12])[C@H:10]([S:13]SC3C([N+]([O-])=O)=CC=CN=3)[C@H:9]2[C:24]2[CH:38]=[CH:37][C:27]([O:28][CH2:29][C:30]([O:32]C(C)(C)C)=[O:31])=[CH:26][CH:25]=2)=[CH:4][CH:3]=1.C1(P(C2C=CC=CC=2)C2C=CC=CC=2)C=CC=CC=1.C(N(CC)CC)C.Br[CH2:66][C:67]([C:69]1[CH:78]=[CH:77][C:72]2[O:73][CH2:74][CH2:75][O:76][C:71]=2[CH:70]=1)=[O:68]. (2) Given the product [C:10]1([C:9]2[N:17]([C:18]3[CH:23]=[CH:22][CH:21]=[CH:20][CH:19]=3)[C:6]3[N:5]=[CH:4][NH:3][C:2](=[O:25])[C:7]=3[N:8]=2)[CH:15]=[CH:14][CH:13]=[CH:12][CH:11]=1, predict the reactants needed to synthesize it. The reactants are: Cl[C:2]1[C:7]([NH:8][C:9](=O)[C:10]2[CH:15]=[CH:14][CH:13]=[CH:12][CH:11]=2)=[C:6]([NH:17][C:18]2[CH:23]=[CH:22][CH:21]=[CH:20][CH:19]=2)[N:5]=[CH:4][N:3]=1.S(=O)(=O)(O)[OH:25].C([O-])(O)=O.[Na+]. (3) Given the product [O:27]=[C:15]1[O:14][N:13]=[C:12]([C:8]2[C:7]([NH:6][CH2:5][CH2:4][CH2:3][NH:2][S:36]([CH3:35])(=[O:38])=[O:37])=[N:11][O:10][N:9]=2)[N:16]1[C:17]1[CH:22]=[CH:21][CH:20]=[C:19]([C:23]([F:26])([F:25])[F:24])[CH:18]=1, predict the reactants needed to synthesize it. The reactants are: I.[NH2:2][CH2:3][CH2:4][CH2:5][NH:6][C:7]1[C:8]([C:12]2[N:16]([C:17]3[CH:22]=[CH:21][CH:20]=[C:19]([C:23]([F:26])([F:25])[F:24])[CH:18]=3)[C:15](=[O:27])[O:14][N:13]=2)=[N:9][O:10][N:11]=1.C(N(CC)CC)C.[CH3:35][S:36](Cl)(=[O:38])=[O:37]. (4) Given the product [C:1]1([C@H:7]([N:9]2[C:10]3[C:15](=[N:44][CH:43]=[C:12]([C:19]4[CH:28]=[CH:27][CH:26]=[C:25]5[C:20]=4[CH:21]=[CH:22][CH:23]=[N:24]5)[CH:11]=3)[NH:16][C:61]2=[O:62])[CH3:8])[CH:2]=[CH:3][CH:4]=[CH:5][CH:6]=1, predict the reactants needed to synthesize it. The reactants are: [C:1]1([C@H:7]([NH:9][C:10]2[C:15]([N+:16]([O-])=O)=CN=[C:12]([C:19]3[CH:28]=[CH:27][CH:26]=[C:25]4[C:20]=3[CH:21]=[CH:22][CH:23]=[N:24]4)[CH:11]=2)[CH3:8])[CH:6]=[CH:5][CH:4]=[CH:3][CH:2]=1.C1([C@H](NC2[C:43]([N+:44]([O-])=O)=CN=C(Br)C=2)C)C=CC=CC=1.N1C2C=CC=C(B(O)O)C=2C=CC=1.[C:61](=O)([O-])[O-:62].[K+].[K+]. (5) Given the product [Cl:1][C:2]1[C:10]([Cl:11])=[CH:9][CH:8]=[CH:7][C:3]=1[C:4]([NH:17][CH2:16][CH:15]([CH:12]1[CH2:14][CH2:13]1)[C:18]1[CH:19]=[N:20][C:21]([C:24]([F:27])([F:25])[F:26])=[CH:22][CH:23]=1)=[O:6], predict the reactants needed to synthesize it. The reactants are: [Cl:1][C:2]1[C:10]([Cl:11])=[CH:9][CH:8]=[CH:7][C:3]=1[C:4]([OH:6])=O.[CH:12]1([CH:15]([C:18]2[CH:19]=[N:20][C:21]([C:24]([F:27])([F:26])[F:25])=[CH:22][CH:23]=2)[CH2:16][NH2:17])[CH2:14][CH2:13]1. (6) Given the product [CH3:1][C:2]1[O:6][N:5]=[C:4]([C:7]2[CH:8]=[CH:9][CH:10]=[CH:11][CH:12]=2)[C:3]=1[C:13]1[N:14]=[C:15]2[CH:20]=[CH:19][C:18]([NH:21][C:26]([CH:23]3[CH2:25][CH2:24]3)=[O:27])=[CH:17][N:16]2[CH:22]=1, predict the reactants needed to synthesize it. The reactants are: [CH3:1][C:2]1[O:6][N:5]=[C:4]([C:7]2[CH:12]=[CH:11][CH:10]=[CH:9][CH:8]=2)[C:3]=1[C:13]1[N:14]=[C:15]2[CH:20]=[CH:19][C:18]([NH2:21])=[CH:17][N:16]2[CH:22]=1.[CH:23]1([C:26](O)=[O:27])[CH2:25][CH2:24]1. (7) Given the product [C:22]([C:19]1[N:20]=[CH:21][C:16]([NH:15][C:12]2[CH:11]=[C:10]([C:3]3[C:4]([O:8][CH3:9])=[CH:5][CH:6]=[CH:7][C:2]=3[O:67][CH2:66][CH2:65][CH2:64][NH:63][C:62](=[O:68])[O:61][C:57]([CH3:60])([CH3:58])[CH3:59])[NH:14][N:13]=2)=[N:17][CH:18]=1)#[N:23], predict the reactants needed to synthesize it. The reactants are: O[C:2]1[CH:7]=[CH:6][CH:5]=[C:4]([O:8][CH3:9])[C:3]=1[C:10]1[NH:14][N:13]=[C:12]([NH:15][C:16]2[N:17]=[CH:18][C:19]([C:22]#[N:23])=[N:20][CH:21]=2)[CH:11]=1.C1(P(C2C=CC=CC=2)C2C=CC=CC=2)C=CC=CC=1.CC(OC(/N=N/C(OC(C)C)=O)=O)C.[C:57]([O:61][C:62](=[O:68])[NH:63][CH2:64][CH2:65][CH2:66][OH:67])([CH3:60])([CH3:59])[CH3:58].C(=O)([O-])N. (8) Given the product [OH:16][CH:15]1[C:11]2[C:10]([C:17]([O:19][CH2:20][CH3:21])=[O:18])=[N:9][N:8]([C:4]3[CH:5]=[CH:6][CH:7]=[C:2]([C:23]#[C:22][C@:24]4([OH:31])[CH2:28][CH2:27][N:26]([CH3:29])[C:25]4=[O:30])[CH:3]=3)[C:12]=2[CH2:13][CH2:14]1, predict the reactants needed to synthesize it. The reactants are: Br[C:2]1[CH:3]=[C:4]([N:8]2[C:12]3[CH2:13][CH2:14][CH:15]([OH:16])[C:11]=3[C:10]([C:17]([O:19][CH2:20][CH3:21])=[O:18])=[N:9]2)[CH:5]=[CH:6][CH:7]=1.[C:22]([C@:24]1([OH:31])[CH2:28][CH2:27][N:26]([CH3:29])[C:25]1=[O:30])#[CH:23].